Dataset: Full USPTO retrosynthesis dataset with 1.9M reactions from patents (1976-2016). Task: Predict the reactants needed to synthesize the given product. (1) Given the product [CH3:1][C@@:2]1([C:18]([F:21])([F:19])[F:20])[CH2:17][N:5]2[C:6](=[O:16])[CH:7]=[C:8]([N:10]3[CH2:11][CH2:12][O:13][CH2:14][CH2:15]3)[N:9]=[C:4]2[N:3]1[CH2:23][CH2:24][S:25][C:26]1[CH:31]=[CH:30][CH:29]=[CH:28][CH:27]=1, predict the reactants needed to synthesize it. The reactants are: [CH3:1][C@@:2]1([C:18]([F:21])([F:20])[F:19])[CH2:17][N:5]2[C:6](=[O:16])[CH:7]=[C:8]([N:10]3[CH2:15][CH2:14][O:13][CH2:12][CH2:11]3)[N:9]=[C:4]2[NH:3]1.Br[CH2:23][CH2:24][S:25][C:26]1[CH:31]=[CH:30][CH:29]=[CH:28][CH:27]=1.C(=O)([O-])[O-].[Cs+].[Cs+]. (2) Given the product [Br:22][C:23]1[CH:28]=[CH:27][C:26]([S:29]([N:18]2[CH2:19][CH2:20][CH2:21][N:15]([C:8]([O:10][C:11]([CH3:14])([CH3:13])[CH3:12])=[O:9])[CH2:16][CH2:17]2)(=[O:31])=[O:30])=[CH:25][CH:24]=1, predict the reactants needed to synthesize it. The reactants are: C(N(CC)CC)C.[C:8]([N:15]1[CH2:21][CH2:20][CH2:19][NH:18][CH2:17][CH2:16]1)([O:10][C:11]([CH3:14])([CH3:13])[CH3:12])=[O:9].[Br:22][C:23]1[CH:28]=[CH:27][C:26]([S:29](Cl)(=[O:31])=[O:30])=[CH:25][CH:24]=1.